Predict which catalyst facilitates the given reaction. From a dataset of Catalyst prediction with 721,799 reactions and 888 catalyst types from USPTO. (1) Reactant: [CH3:1][O:2][C:3]([C:5]1[CH2:9][CH2:8][CH2:7][C:6]=1[C:10]1[CH:15]=[C:14]([O:16][CH2:17][O:18][CH3:19])[CH:13]=[C:12]([C:20]([CH3:28])([CH3:27])[O:21][SiH2:22][C:23]([CH3:26])([CH3:25])[CH3:24])[C:11]=1[O:29][CH2:30][O:31][CH3:32])=[O:4]. Product: [CH3:1][O:2][C:3]([CH:5]1[CH2:9][CH2:8][CH2:7][CH:6]1[C:10]1[CH:15]=[C:14]([O:16][CH2:17][O:18][CH3:19])[CH:13]=[C:12]([C:20]([CH3:27])([CH3:28])[O:21][SiH2:22][C:23]([CH3:25])([CH3:26])[CH3:24])[C:11]=1[O:29][CH2:30][O:31][CH3:32])=[O:4]. The catalyst class is: 50. (2) Product: [C:14]([O:18][C:19]([N:21]1[CH2:26][C:25](=[O:27])[N:24]([C:28]2[CH:33]=[CH:32][CH:31]=[CH:30][C:29]=2[O:34][CH2:10][O:11][CH3:12])[CH2:23][C:22]1([CH3:36])[CH3:35])=[O:20])([CH3:17])([CH3:15])[CH3:16]. The catalyst class is: 2. Reactant: C(N(C(C)C)CC)(C)C.[CH3:10][O:11][CH2:12]Cl.[C:14]([O:18][C:19]([N:21]1[CH2:26][C:25](=[O:27])[N:24]([C:28]2[CH:33]=[CH:32][CH:31]=[CH:30][C:29]=2[OH:34])[CH2:23][C:22]1([CH3:36])[CH3:35])=[O:20])([CH3:17])([CH3:16])[CH3:15].O. (3) Reactant: [C:1]([S:4][C:5]([CH3:19])([CH3:18])[CH:6]([NH:10][C:11]([O:13][C:14]([CH3:17])([CH3:16])[CH3:15])=[O:12])[C:7]([OH:9])=[O:8])(=[O:3])[CH3:2].C(Cl)CCl.[Cl:24][C:25]1[CH:26]=[N+:27]([O-:50])[CH:28]=[C:29]([Cl:49])[C:30]=1[CH2:31][C@@H:32]([C:34]1[CH:39]=[CH:38][C:37]([O:40][CH:41]([F:43])[F:42])=[C:36]([O:44][CH2:45][CH:46]2[CH2:48][CH2:47]2)[CH:35]=1)O. Product: [C:1]([S:4][C:5]([CH3:19])([CH3:18])[CH:6]([NH:10][C:11]([O:13][C:14]([CH3:17])([CH3:16])[CH3:15])=[O:12])[C:7]([O:9][C@H:32]([C:34]1[CH:39]=[CH:38][C:37]([O:40][CH:41]([F:42])[F:43])=[C:36]([O:44][CH2:45][CH:46]2[CH2:47][CH2:48]2)[CH:35]=1)[CH2:31][C:30]1[C:29]([Cl:49])=[CH:28][N+:27]([O-:50])=[CH:26][C:25]=1[Cl:24])=[O:8])(=[O:3])[CH3:2]. The catalyst class is: 64. (4) Reactant: [CH3:1][C:2]1[N:7]=[C:6]([C:8]2[N:13]=[CH:12][C:11]3[CH:14]=[N:15][NH:16][C:10]=3[CH:9]=2)[CH:5]=[N:4][CH:3]=1.Br[C:18]1[N:23]=[C:22]([F:24])[C:21]([Cl:25])=[CH:20][CH:19]=1.C(=O)([O-])[O-].[Cs+].[Cs+].CC1(C)C2C(=C(P(C3C=CC=CC=3)C3C=CC=CC=3)C=CC=2)OC2C(P(C3C=CC=CC=3)C3C=CC=CC=3)=CC=CC1=2. Product: [Cl:25][C:21]1[CH:20]=[CH:19][C:18]([N:16]2[C:10]3[CH:9]=[C:8]([C:6]4[CH:5]=[N:4][CH:3]=[C:2]([CH3:1])[N:7]=4)[N:13]=[CH:12][C:11]=3[CH:14]=[N:15]2)=[N:23][C:22]=1[F:24]. The catalyst class is: 62. (5) Reactant: [Br:1][C:2]1[CH:3]=[CH:4][C:5]2[C:6]([C:11]=1[O:12][CH3:13])=[N:7]O[N+:9]=2[O-]. Product: [Br:1][C:2]1[C:11]([O:12][CH3:13])=[C:6]([NH2:7])[C:5]([NH2:9])=[CH:4][CH:3]=1. The catalyst class is: 99. (6) Reactant: [OH:1][C:2]1[CH:3]=[C:4]([O:12][C:13]2[CH:18]=[CH:17][CH:16]=[C:15]([C:19]([F:22])([F:21])[F:20])[CH:14]=2)[CH:5]=[C:6]([CH:11]=1)[C:7](OC)=[O:8].O.[NH2:24][NH2:25]. Product: [OH:1][C:2]1[CH:3]=[C:4]([O:12][C:13]2[CH:18]=[CH:17][CH:16]=[C:15]([C:19]([F:22])([F:21])[F:20])[CH:14]=2)[CH:5]=[C:6]([C:7]([NH:24][NH2:25])=[O:8])[CH:11]=1. The catalyst class is: 8.